Dataset: Full USPTO retrosynthesis dataset with 1.9M reactions from patents (1976-2016). Task: Predict the reactants needed to synthesize the given product. (1) The reactants are: [NH2:1][C:2]1[C:3]([C:14]([NH2:16])=[O:15])=[N:4][N:5]([C:7]2[CH:12]=[CH:11][C:10](Br)=[CH:9][CH:8]=2)[CH:6]=1.CN([CH:20]=[O:21])C.[CH3:22][OH:23]. Given the product [NH2:1][C:2]1[C:3]([C:14]([NH2:16])=[O:15])=[N:4][N:5]([C:7]2[CH:12]=[CH:11][C:10]([C:22]([O:21][CH3:20])=[O:23])=[CH:9][CH:8]=2)[CH:6]=1, predict the reactants needed to synthesize it. (2) Given the product [C:1]1([C:7]2[CH:8]=[C:9]([C:31]3[CH:32]=[CH:33][C:34]([NH:37][S:38]([CH3:41])(=[O:39])=[O:40])=[CH:35][CH:36]=3)[CH:10]=[CH:11][C:12]=2[NH:13][C:14]([C:16]2[NH:17][CH:18]=[C:19]([C:21]#[N:22])[N:20]=2)=[O:15])[CH2:6][CH2:5][CH2:4][CH2:3][CH:2]=1, predict the reactants needed to synthesize it. The reactants are: [C:1]1([C:7]2[CH:8]=[C:9]([C:31]3[CH:36]=[CH:35][C:34]([NH:37][S:38]([CH3:41])(=[O:40])=[O:39])=[CH:33][CH:32]=3)[CH:10]=[CH:11][C:12]=2[NH:13][C:14]([C:16]2[N:17](COCC[Si](C)(C)C)[CH:18]=[C:19]([C:21]#[N:22])[N:20]=2)=[O:15])[CH2:6][CH2:5][CH2:4][CH2:3][CH:2]=1. (3) Given the product [C:1]([N:4]1[CH2:9][CH2:8][CH:7]([CH2:10][C:11]([NH:13][C:14]2[CH:19]=[CH:18][C:17]([C:25]3[CH:26]=[CH:27][C:22]([CH3:21])=[CH:23][CH:24]=3)=[CH:16][CH:15]=2)=[O:12])[CH2:6][CH2:5]1)(=[O:3])[CH3:2], predict the reactants needed to synthesize it. The reactants are: [C:1]([N:4]1[CH2:9][CH2:8][CH:7]([CH2:10][C:11]([NH:13][C:14]2[CH:19]=[CH:18][C:17](Br)=[CH:16][CH:15]=2)=[O:12])[CH2:6][CH2:5]1)(=[O:3])[CH3:2].[CH3:21][C:22]1[CH:27]=[CH:26][C:25](B(O)O)=[CH:24][CH:23]=1. (4) Given the product [CH2:1]([O:3][C:4]([C:6]1([CH2:9][NH:10][CH:12]([CH3:14])[CH3:11])[CH2:8][CH2:7]1)=[O:5])[CH3:2], predict the reactants needed to synthesize it. The reactants are: [CH2:1]([O:3][C:4]([C:6]1([CH2:9][NH2:10])[CH2:8][CH2:7]1)=[O:5])[CH3:2].[CH3:11][C:12]([CH3:14])=O.C([O-])(=O)C.[Na+].C(O[BH-](OC(=O)C)OC(=O)C)(=O)C.[Na+]. (5) Given the product [F:31][C:32]1[CH:33]=[C:34]([C:35]2[O:24][C:7]3[C:8]([CH2:19][CH:20]=[C:21]([CH3:23])[CH3:22])=[C:9]([OH:18])[C:10]([CH2:13][CH:14]=[C:15]([CH3:17])[CH3:16])=[C:11]([OH:12])[C:6]=3[C:4](=[O:5])[C:3]=2[O:2][CH3:1])[CH:38]=[CH:39][C:40]=1[O:41][CH3:42], predict the reactants needed to synthesize it. The reactants are: [CH3:1][O:2][CH2:3][C:4]([C:6]1[C:11]([OH:12])=[C:10]([CH2:13][CH:14]=[C:15]([CH3:17])[CH3:16])[C:9]([OH:18])=[C:8]([CH2:19][CH:20]=[C:21]([CH3:23])[CH3:22])[C:7]=1[OH:24])=[O:5].C(=O)([O-])[O-].[K+].[K+].[F:31][C:32]1[CH:33]=[C:34]([CH:38]=[CH:39][C:40]=1[O:41][CH3:42])[C:35](Cl)=O. (6) Given the product [CH:1]1([N:7]2[C:11]([C:12]([F:13])([F:14])[F:15])=[C:10]([C:16]([NH:25][CH2:24][C:23]3[CH:26]=[CH:27][CH:28]=[C:21]([C:20]([F:19])([F:29])[F:30])[CH:22]=3)=[O:18])[CH:9]=[N:8]2)[CH2:2][CH2:3][CH2:4][CH2:5][CH2:6]1, predict the reactants needed to synthesize it. The reactants are: [CH:1]1([N:7]2[C:11]([C:12]([F:15])([F:14])[F:13])=[C:10]([C:16]([OH:18])=O)[CH:9]=[N:8]2)[CH2:6][CH2:5][CH2:4][CH2:3][CH2:2]1.[F:19][C:20]([F:30])([F:29])[C:21]1[CH:22]=[C:23]([CH:26]=[CH:27][CH:28]=1)[CH2:24][NH2:25]. (7) Given the product [CH2:12]([C:14]([C:26]1[CH:31]=[CH:30][C:29]([OH:32])=[C:28]([CH3:33])[CH:27]=1)([C:17]1[CH:22]=[CH:21][C:20]([C:23]#[C:24][CH:36]([OH:37])[C:35]([CH3:39])([CH3:38])[CH3:34])=[C:19]([CH3:25])[CH:18]=1)[CH2:15][CH3:16])[CH3:13], predict the reactants needed to synthesize it. The reactants are: C([Li])CCC.CCCCCC.[CH2:12]([C:14]([C:26]1[CH:31]=[CH:30][C:29]([OH:32])=[C:28]([CH3:33])[CH:27]=1)([C:17]1[CH:22]=[CH:21][C:20]([C:23]#[CH:24])=[C:19]([CH3:25])[CH:18]=1)[CH2:15][CH3:16])[CH3:13].[CH3:34][C:35]([CH3:39])([CH3:38])[CH:36]=[O:37].[Cl-].[NH4+].